From a dataset of Forward reaction prediction with 1.9M reactions from USPTO patents (1976-2016). Predict the product of the given reaction. (1) Given the reactants [Br:1][C:2]1[N:3]=[C:4]([C:7]([OH:9])=O)[S:5][CH:6]=1.[NH2:10][CH:11]([CH2:21][C:22]1[CH:27]=[CH:26][CH:25]=[CH:24][CH:23]=1)[CH2:12][NH:13][C:14](=[O:20])[O:15][C:16]([CH3:19])([CH3:18])[CH3:17].C(N(C(C)C)CC)(C)C.C1CN([P+](Br)(N2CCCC2)N2CCCC2)CC1.F[P-](F)(F)(F)(F)F, predict the reaction product. The product is: [Br:1][C:2]1[N:3]=[C:4]([C:7]([NH:10][CH:11]([CH2:21][C:22]2[CH:23]=[CH:24][CH:25]=[CH:26][CH:27]=2)[CH2:12][NH:13][C:14](=[O:20])[O:15][C:16]([CH3:19])([CH3:17])[CH3:18])=[O:9])[S:5][CH:6]=1. (2) Given the reactants [O:1]([C:8]1[CH:13]=[CH:12][C:11]([C:14]2[CH:18]=[CH:17][NH:16][N:15]=2)=[CH:10][CH:9]=1)[C:2]1[CH:7]=[CH:6][CH:5]=[CH:4][CH:3]=1.[CH3:19][S:20](Cl)(=[O:22])=[O:21], predict the reaction product. The product is: [CH3:19][S:20]([N:16]1[CH:17]=[CH:18][C:14]([C:11]2[CH:12]=[CH:13][C:8]([O:1][C:2]3[CH:3]=[CH:4][CH:5]=[CH:6][CH:7]=3)=[CH:9][CH:10]=2)=[N:15]1)(=[O:22])=[O:21]. (3) Given the reactants Cl.[CH3:2][O:3][C:4](=[O:14])[CH2:5][CH:6]([NH2:13])[C:7]1[CH:12]=[CH:11][CH:10]=[CH:9][CH:8]=1.[C:15]1([CH:23]=O)[C:16]([CH:21]=[O:22])=[CH:17][CH:18]=[CH:19][CH:20]=1, predict the reaction product. The product is: [CH3:2][O:3][C:4](=[O:14])[CH2:5][CH:6]([N:13]1[CH2:23][C:15]2[C:16](=[CH:17][CH:18]=[CH:19][CH:20]=2)[C:21]1=[O:22])[C:7]1[CH:12]=[CH:11][CH:10]=[CH:9][CH:8]=1. (4) Given the reactants [CH2:1]([C:4]1[C:8]([CH2:9][CH2:10][CH2:11][OH:12])=[CH:7][N:6]([C:13]2[CH:18]=[CH:17][C:16]([C:19]([F:22])([F:21])[F:20])=[CH:15][N:14]=2)[N:5]=1)[CH2:2][CH3:3].O[C:24]1[CH:25]=[C:26]([CH2:30][CH2:31][C:32]([O:34]C)=[O:33])[CH:27]=[CH:28][CH:29]=1.C(P(CCCC)CCCC)CCC.N(C(N1CCCCC1)=O)=NC(N1CCCCC1)=O, predict the reaction product. The product is: [CH2:1]([C:4]1[C:8]([CH2:9][CH2:10][CH2:11][O:12][C:28]2[CH:27]=[C:26]([CH2:30][CH2:31][C:32]([OH:34])=[O:33])[CH:25]=[CH:24][CH:29]=2)=[CH:7][N:6]([C:13]2[CH:18]=[CH:17][C:16]([C:19]([F:21])([F:20])[F:22])=[CH:15][N:14]=2)[N:5]=1)[CH2:2][CH3:3]. (5) Given the reactants Cl.[NH2:2][C@H:3]1[CH2:9][CH2:8][CH2:7][CH2:6][N:5]([CH3:10])[C:4]1=[O:11].C(N(CC)CC)C.O=C1CCC(=O)N1[C:26]1[C:34]2[C:29](=[CH:30][C:31]([C:44]([O-])=[O:45])=[C:32]([O:35][C:36]3[CH:41]=[CH:40][C:39]([F:42])=[CH:38][C:37]=3[F:43])[CH:33]=2)[N:28]([CH2:47][CH:48]([CH3:50])[CH3:49])[N:27]=1, predict the reaction product. The product is: [F:43][C:37]1[CH:38]=[C:39]([F:42])[CH:40]=[CH:41][C:36]=1[O:35][C:32]1[CH:33]=[C:34]2[C:29](=[CH:30][C:31]=1[C:44]([NH:2][C@H:3]1[CH2:9][CH2:8][CH2:7][CH2:6][N:5]([CH3:10])[C:4]1=[O:11])=[O:45])[N:28]([CH2:47][CH:48]([CH3:50])[CH3:49])[N:27]=[CH:26]2. (6) Given the reactants [CH3:1][O:2][CH2:3][O:4][C:5]1[CH:13]=[CH:12][C:8]([CH2:9][CH2:10][NH2:11])=[CH:7][CH:6]=1.[C:14]([CH2:16][C:17](O)=[O:18])#[N:15].P(C#N)(=O)(OCC)OCC.C(N(CC)CC)C.C(=O)(O)[O-].[Na+], predict the reaction product. The product is: [C:14]([CH2:16][C:17]([NH:11][CH2:10][CH2:9][C:8]1[CH:12]=[CH:13][C:5]([O:4][CH2:3][O:2][CH3:1])=[CH:6][CH:7]=1)=[O:18])#[N:15]. (7) Given the reactants I[C@H:2]1[CH2:6][CH2:5][O:4][CH2:3]1.C([O-])([O-])=O.[K+].[K+].[Br:13][C:14]1[CH:19]=[CH:18][C:17]([SH:20])=[CH:16][CH:15]=1.O, predict the reaction product. The product is: [Br:13][C:14]1[CH:19]=[CH:18][C:17]([S:20][C@@H:2]2[CH2:6][CH2:5][O:4][CH2:3]2)=[CH:16][CH:15]=1.